This data is from Reaction yield outcomes from USPTO patents with 853,638 reactions. The task is: Predict the reaction yield, written as a fraction of the theoretical maximum amount of product (1.0 means a 100% yield; for example, 0.34 means a 34% yield). (1) The reactants are [F:1][C:2]1[CH:3]=[CH:4][C:5]2[O:9][C:8]([CH2:10][OH:11])=[C:7]([CH2:12][O:13][CH2:14][CH2:15][O:16][CH3:17])[C:6]=2[CH:18]=1.C[N+]1([O-])CCOCC1. The catalyst is [Ru]([O-])(=O)(=O)=O.C([N+](CCC)(CCC)CCC)CC.C(#N)C. The product is [F:1][C:2]1[CH:3]=[CH:4][C:5]2[O:9][C:8]([CH:10]=[O:11])=[C:7]([CH2:12][O:13][CH2:14][CH2:15][O:16][CH3:17])[C:6]=2[CH:18]=1. The yield is 0.510. (2) The reactants are [N:1]1[C:10]2[C:5](=[CH:6][CH:7]=[CH:8][CH:9]=2)[C:4]([OH:11])=[N:3][CH:2]=1.C([O-])([O-])=O.[Cs+].[Cs+].Br[CH2:19][CH2:20][CH2:21][CH2:22][CH2:23][O:24][C:25]1[C:26](=[O:33])[CH:27]=[C:28]([CH2:31][OH:32])[O:29][CH:30]=1.O. The catalyst is CN(C=O)C. The product is [N:1]1[C:10]2[C:5](=[CH:6][CH:7]=[CH:8][CH:9]=2)[C:4]([O:11][CH2:19][CH2:20][CH2:21][CH2:22][CH2:23][O:24][C:25]2[C:26](=[O:33])[CH:27]=[C:28]([CH2:31][OH:32])[O:29][CH:30]=2)=[N:3][CH:2]=1. The yield is 0.260. (3) The reactants are [F:1][C:2]([F:52])([F:51])[C:3]1[CH:4]=[C:5]([C:13]([CH3:50])([CH3:49])[C:14]([N:16]([CH3:48])[C:17]2[C:18]([C:40]3[CH:45]=[CH:44][C:43]([F:46])=[CH:42][C:41]=3[CH3:47])=[CH:19][C:20]([C@@H:23]3[N:27](C(OC(C)(C)C)=O)[C@@:26]([CH3:39])([C:35]([O:37][CH3:38])=[O:36])[CH2:25][CH2:24]3)=[N:21][CH:22]=2)=[O:15])[CH:6]=[C:7]([C:9]([F:12])([F:11])[F:10])[CH:8]=1.C(O)(C(F)(F)F)=O. The catalyst is ClCCl. The product is [F:52][C:2]([F:1])([F:51])[C:3]1[CH:4]=[C:5]([C:13]([CH3:49])([CH3:50])[C:14]([N:16]([CH3:48])[C:17]2[C:18]([C:40]3[CH:45]=[CH:44][C:43]([F:46])=[CH:42][C:41]=3[CH3:47])=[CH:19][C:20]([C@@H:23]3[NH:27][C@@:26]([CH3:39])([C:35]([O:37][CH3:38])=[O:36])[CH2:25][CH2:24]3)=[N:21][CH:22]=2)=[O:15])[CH:6]=[C:7]([C:9]([F:11])([F:12])[F:10])[CH:8]=1. The yield is 0.960. (4) The reactants are [CH2:1]([C:3]1[C:7]([CH2:8][C:9]2[CH:14]=[CH:13][C:12]([NH:15][CH3:16])=[CH:11][CH:10]=2)=[C:6]([CH2:17][CH3:18])[N:5]([CH2:19][C@@H:20]([NH:22][C:23](=[O:29])[O:24][C:25]([CH3:28])([CH3:27])[CH3:26])[CH3:21])[N:4]=1)[CH3:2].[CH3:30][S:31](Cl)(=[O:33])=[O:32].N1C=CC=CC=1. The yield is 0.750. The product is [CH2:1]([C:3]1[C:7]([CH2:8][C:9]2[CH:10]=[CH:11][C:12]([N:15]([CH3:16])[S:31]([CH3:30])(=[O:33])=[O:32])=[CH:13][CH:14]=2)=[C:6]([CH2:17][CH3:18])[N:5]([CH2:19][C@@H:20]([NH:22][C:23](=[O:29])[O:24][C:25]([CH3:26])([CH3:27])[CH3:28])[CH3:21])[N:4]=1)[CH3:2]. The catalyst is ClCCl. (5) The catalyst is CO.[Pd]. The yield is 0.870. The product is [O:16]1[CH2:17][CH2:18][N:13]([CH2:12][C:7]2[O:8][C:9]3[C:4]([C:5](=[O:25])[C:6]=2[C:19]2[CH:20]=[CH:21][CH:22]=[CH:23][CH:24]=2)=[CH:3][CH:2]=[CH:11][CH:10]=3)[CH2:14][CH2:15]1. The reactants are Br[C:2]1[CH:3]=[C:4]2[C:9](=[CH:10][CH:11]=1)[O:8][C:7]([CH2:12][N:13]1[CH2:18][CH2:17][O:16][CH2:15][CH2:14]1)=[C:6]([C:19]1[CH:24]=[CH:23][CH:22]=[CH:21][CH:20]=1)[C:5]2=[O:25].[H][H].